Dataset: Reaction yield outcomes from USPTO patents with 853,638 reactions. Task: Predict the reaction yield, written as a fraction of the theoretical maximum amount of product (1.0 means a 100% yield; for example, 0.34 means a 34% yield). (1) The reactants are Br[C:2]1[C:3]([N:24]2[CH2:29][CH2:28][CH2:27][C@@H:26]([NH:30][C:31]([O:33][C:34]([CH3:37])([CH3:36])[CH3:35])=[O:32])[CH2:25]2)=[C:4]2[C:10]([NH:11][C:12](=[O:16])[CH:13]([CH3:15])[CH3:14])=[CH:9][N:8]([C:17]([O:19][C:20]([CH3:23])([CH3:22])[CH3:21])=[O:18])[C:5]2=[N:6][CH:7]=1.[CH:38]1(B(O)O)[CH2:40][CH2:39]1.[O-]P([O-])([O-])=O.[K+].[K+].[K+].P(C1CCCCC1)(C1CCCCC1)C1CCCCC1. The catalyst is CC([O-])=O.CC([O-])=O.[Pd+2].CC#N.O.C1(C)C=CC=CC=1. The product is [C:34]([O:33][C:31]([NH:30][C@@H:26]1[CH2:27][CH2:28][CH2:29][N:24]([C:3]2[C:2]([CH:38]3[CH2:40][CH2:39]3)=[CH:7][N:6]=[C:5]3[N:8]([C:17]([O:19][C:20]([CH3:23])([CH3:22])[CH3:21])=[O:18])[CH:9]=[C:10]([NH:11][C:12](=[O:16])[CH:13]([CH3:15])[CH3:14])[C:4]=23)[CH2:25]1)=[O:32])([CH3:37])([CH3:35])[CH3:36]. The yield is 0.470. (2) The reactants are [CH:1]1[C:13]2[CH:12]([CH2:14][O:15][C:16](=[O:36])[NH:17][C:18]3[CH:23]=[CH:22][C:21]([NH:24]C(=O)C)=[C:20]([O:28][CH2:29][C:30]4[CH:35]=[CH:34][CH:33]=[CH:32][CH:31]=4)[CH:19]=3)[C:11]3[C:6](=[CH:7][CH:8]=[CH:9][CH:10]=3)[C:5]=2[CH:4]=[CH:3][CH:2]=1.Cl. The catalyst is CO.CN1C(=O)CCC1.O1CCOCC1.CCOC(C)=O. The product is [CH:1]1[C:13]2[CH:12]([CH2:14][O:15][C:16](=[O:36])[NH:17][C:18]3[CH:23]=[CH:22][C:21]([NH2:24])=[C:20]([O:28][CH2:29][C:30]4[CH:31]=[CH:32][CH:33]=[CH:34][CH:35]=4)[CH:19]=3)[C:11]3[C:6](=[CH:7][CH:8]=[CH:9][CH:10]=3)[C:5]=2[CH:4]=[CH:3][CH:2]=1. The yield is 0.467. (3) The reactants are [OH:1][C:2]1([C:9]2[CH:14]=[CH:13][CH:12]=[CH:11][CH:10]=2)[CH:7]=[CH:6][C:5](=[O:8])[CH:4]=[CH:3]1.[C:15](OC(=O)C)(=[O:17])[CH3:16].C(N(CC)CC)C. The catalyst is ClCCl.CN(C)C1C=CN=CC=1.CCOCC. The product is [C:15]([O:1][C:2]1([C:9]2[CH:14]=[CH:13][CH:12]=[CH:11][CH:10]=2)[CH:3]=[CH:4][C:5](=[O:8])[CH:6]=[CH:7]1)(=[O:17])[CH3:16]. The yield is 0.620.